This data is from Full USPTO retrosynthesis dataset with 1.9M reactions from patents (1976-2016). The task is: Predict the reactants needed to synthesize the given product. (1) Given the product [Cl:3][C:4]1[C:9]([C:10]2[C:15]([Cl:16])=[CH:14][N:13]=[CH:12][N:11]=2)=[C:8]([NH:26][C@@H:24]([CH3:25])[C:23]([F:28])([F:1])[F:22])[N:7]2[N:18]=[C:19]([CH3:21])[N:20]=[C:6]2[N:5]=1, predict the reactants needed to synthesize it. The reactants are: [F-:1].[K+].[Cl:3][C:4]1[C:9]([C:10]2[C:15]([Cl:16])=[CH:14][N:13]=[CH:12][N:11]=2)=[C:8](Cl)[N:7]2[N:18]=[C:19]([CH3:21])[N:20]=[C:6]2[N:5]=1.[F:22][CH:23]([F:28])[C@:24](F)([NH2:26])[CH3:25].O. (2) Given the product [Cl:8][C:7]1[C:6]([N:19]2[CH2:18][CH2:17][CH:16]([C:13]3[CH:14]=[CH:15][N:10]=[CH:11][CH:12]=3)[CH2:21][CH2:20]2)=[CH:5][N:4]=[N:3][C:2]=1[NH:28][NH2:29], predict the reactants needed to synthesize it. The reactants are: Cl[C:2]1[N:3]=[N:4][CH:5]=[C:6](Cl)[C:7]=1[Cl:8].[NH:10]1[CH2:15][CH2:14][CH:13]([C:16]2[CH:21]=[CH:20][N:19]=[CH:18][CH:17]=2)[CH2:12][CH2:11]1.C(=O)([O-])[O-].[K+].[K+].[NH2:28][NH2:29]. (3) Given the product [CH3:1][CH:2]1[CH2:7][CH2:6][N:5]([C:8]([C:10]2[CH:18]=[CH:17][C:16]3[N:15]([CH2:19][CH2:20][CH3:21])[C:14]4[CH2:22][CH2:23][NH:24][CH2:25][C:13]=4[C:12]=3[CH:11]=2)=[O:9])[CH2:4][CH2:3]1, predict the reactants needed to synthesize it. The reactants are: [CH3:1][CH:2]1[CH2:7][CH2:6][N:5]([C:8]([C:10]2[CH:18]=[CH:17][C:16]3[N:15]([CH2:19][CH2:20][CH3:21])[C:14]4[CH2:22][CH2:23][N:24](C(OC(C)(C)C)=O)[CH2:25][C:13]=4[C:12]=3[CH:11]=2)=[O:9])[CH2:4][CH2:3]1.FC(F)(F)C(O)=O.